From a dataset of Catalyst prediction with 721,799 reactions and 888 catalyst types from USPTO. Predict which catalyst facilitates the given reaction. (1) Reactant: [Br:1][C:2]1[CH:10]=[C:9]2[C:5]([C:6]([CH3:11])=[CH:7][NH:8]2)=[CH:4][CH:3]=1.[H-].[Na+].[CH3:14]I. Product: [Br:1][C:2]1[CH:10]=[C:9]2[C:5]([C:6]([CH3:11])=[CH:7][N:8]2[CH3:14])=[CH:4][CH:3]=1. The catalyst class is: 3. (2) Reactant: [Br:1][C:2]1[N:7]=[C:6]([C:8](=O)[CH2:9][C:10]#[N:11])[CH:5]=[CH:4][CH:3]=1.[CH3:13][NH:14][NH2:15]. Product: [Br:1][C:2]1[N:7]=[C:6]([C:8]2[N:14]([CH3:13])[N:15]=[C:10]([NH2:11])[CH:9]=2)[CH:5]=[CH:4][CH:3]=1. The catalyst class is: 8. (3) The catalyst class is: 111. Product: [Cl:1][C:2]1[C:3](=[O:28])[N:4]([CH2:18][C:19]2[CH:20]=[C:21]3[C:25](=[CH:26][CH:27]=2)[N:24]([C:33](=[O:32])[CH2:34][OH:35])[CH2:23][CH2:22]3)[CH:5]=[CH:6][C:7]=1[O:8][CH2:9][C:10]1[CH:15]=[CH:14][C:13]([F:16])=[CH:12][C:11]=1[F:17]. Reactant: [Cl:1][C:2]1[C:3](=[O:28])[N:4]([CH2:18][C:19]2[CH:20]=[C:21]3[C:25](=[CH:26][CH:27]=2)[NH:24][CH2:23][CH2:22]3)[CH:5]=[CH:6][C:7]=1[O:8][CH2:9][C:10]1[CH:15]=[CH:14][C:13]([F:16])=[CH:12][C:11]=1[F:17].C([O:32][CH2:33][C:34](Cl)=[O:35])(=O)C.C(N(CC)CC)C.[OH-].[Na+]. (4) Reactant: [CH2:1]([O:3][C:4](=O)[C@H:5](OC1C=C(NS(N2CCCC2)(=O)=O)N=C(S[CH2:24][C:25]2[CH:30]=C[CH:28]=[C:27](F)[C:26]=2F)N=1)C)[CH3:2].[BH4-].[Li+]. Product: [CH3:2][CH2:1][O:3][CH2:4][CH3:5].[CH3:28][CH2:27][CH2:26][CH:25]([CH3:30])[CH3:24]. The catalyst class is: 1.